Task: Predict the reaction yield, written as a fraction of the theoretical maximum amount of product (1.0 means a 100% yield; for example, 0.34 means a 34% yield).. Dataset: Reaction yield outcomes from USPTO patents with 853,638 reactions The reactants are [Cl:1][C:2]1[N:7]=[CH:6][C:5]2[C:8](I)=[N:9][N:10]([CH:11]([CH3:13])[CH3:12])[C:4]=2[CH:3]=1.Cl.[NH:16]1[CH2:21][CH2:20][O:19][C@@H:18]([CH2:22][OH:23])[CH2:17]1.N1CCC[C@H]1C(O)=O.C(=O)([O-])[O-].[K+].[K+]. The catalyst is CN(C)C=O.O.[Cu]I. The product is [Cl:1][C:2]1[N:7]=[CH:6][C:5]2[C:8]([N:16]3[CH2:21][CH2:20][O:19][C@@H:18]([CH2:22][OH:23])[CH2:17]3)=[N:9][N:10]([CH:11]([CH3:13])[CH3:12])[C:4]=2[CH:3]=1. The yield is 0.210.